This data is from Acute oral toxicity (LD50) regression data from Zhu et al.. The task is: Regression/Classification. Given a drug SMILES string, predict its toxicity properties. Task type varies by dataset: regression for continuous values (e.g., LD50, hERG inhibition percentage) or binary classification for toxic/non-toxic outcomes (e.g., AMES mutagenicity, cardiotoxicity, hepatotoxicity). Dataset: ld50_zhu. (1) The molecule is C=CCCC(=O)O. The rat oral LD50 is 2.33, given as -log10 of the dose in mol/kg body weight (higher means more acutely toxic). (2) The molecule is CS(=O)(=O)OCCN(CCOS(C)(=O)=O)S(C)(=O)=O. The rat oral LD50 is 3.05, given as -log10 of the dose in mol/kg body weight (higher means more acutely toxic). (3) The molecule is O=S(=O)(Oc1ccc(Cl)cc1)c1ccccc1. The rat oral LD50 is 2.30, given as -log10 of the dose in mol/kg body weight (higher means more acutely toxic).